Dataset: NCI-60 drug combinations with 297,098 pairs across 59 cell lines. Task: Regression. Given two drug SMILES strings and cell line genomic features, predict the synergy score measuring deviation from expected non-interaction effect. (1) Drug 1: CS(=O)(=O)C1=CC(=C(C=C1)C(=O)NC2=CC(=C(C=C2)Cl)C3=CC=CC=N3)Cl. Drug 2: CC12CCC3C(C1CCC2O)C(CC4=C3C=CC(=C4)O)CCCCCCCCCS(=O)CCCC(C(F)(F)F)(F)F. Cell line: OVCAR-5. Synergy scores: CSS=11.6, Synergy_ZIP=-3.06, Synergy_Bliss=1.50, Synergy_Loewe=0.900, Synergy_HSA=0.944. (2) Drug 1: C1C(C(OC1N2C=NC3=C(N=C(N=C32)Cl)N)CO)O. Drug 2: CC1CCCC2(C(O2)CC(NC(=O)CC(C(C(=O)C(C1O)C)(C)C)O)C(=CC3=CSC(=N3)C)C)C. Cell line: HL-60(TB). Synergy scores: CSS=93.5, Synergy_ZIP=1.38, Synergy_Bliss=1.51, Synergy_Loewe=0.578, Synergy_HSA=3.21. (3) Drug 1: C1=CC=C(C=C1)NC(=O)CCCCCCC(=O)NO. Drug 2: CC(C)(C#N)C1=CC(=CC(=C1)CN2C=NC=N2)C(C)(C)C#N. Cell line: HCT-15. Synergy scores: CSS=-1.27, Synergy_ZIP=15.7, Synergy_Bliss=18.9, Synergy_Loewe=1.04, Synergy_HSA=4.53.